This data is from Catalyst prediction with 721,799 reactions and 888 catalyst types from USPTO. The task is: Predict which catalyst facilitates the given reaction. (1) Reactant: [C:1]([O:5][C:6]([N:8]([CH2:21][CH:22]1[CH2:24][CH2:23]1)[C@@H:9]1[CH2:11][C@H:10]1[C:12]1[N:13]=[C:14]([C:17]([O:19]C)=[O:18])[S:15][CH:16]=1)=[O:7])([CH3:4])([CH3:3])[CH3:2].[OH-].[Na+].Cl. Product: [C:1]([O:5][C:6]([N:8]([CH2:21][CH:22]1[CH2:23][CH2:24]1)[C@@H:9]1[CH2:11][C@H:10]1[C:12]1[N:13]=[C:14]([C:17]([OH:19])=[O:18])[S:15][CH:16]=1)=[O:7])([CH3:4])([CH3:2])[CH3:3]. The catalyst class is: 5. (2) Reactant: C(N(CC)CC)C.[CH3:8][C:9]1[NH:13][N:12]=[C:11]([O:14][C:15]2[CH:20]=[CH:19][CH:18]=[CH:17][CH:16]=2)[CH:10]=1.[CH2:21]([N:23]=[C:24]=[O:25])[CH3:22].Cl. Product: [CH2:21]([NH:23][C:24]([N:13]1[C:9]([CH3:8])=[CH:10][C:11]([O:14][C:15]2[CH:16]=[CH:17][CH:18]=[CH:19][CH:20]=2)=[N:12]1)=[O:25])[CH3:22]. The catalyst class is: 13. (3) Reactant: [N:1]([CH2:4][CH2:5][CH2:6][CH2:7][C:8]([CH3:23])([C:17]1[CH:22]=[CH:21][CH:20]=[CH:19][CH:18]=1)[CH2:9][O:10]C1CCCCO1)=[C:2]=[O:3].[NH2:24][CH2:25][CH2:26][CH2:27][CH2:28][C:29]([CH3:33])([CH3:32])[CH2:30][OH:31]. Product: [OH:31][CH2:30][C:29]([CH3:33])([CH3:32])[CH2:28][CH2:27][CH2:26][CH2:25][NH:24][C:2]([NH:1][CH2:4][CH2:5][CH2:6][CH2:7][C:8]([CH3:23])([C:17]1[CH:18]=[CH:19][CH:20]=[CH:21][CH:22]=1)[CH2:9][OH:10])=[O:3]. The catalyst class is: 2. (4) Reactant: [CH3:1][O:2][C:3]1[CH:9]=[CH:8][CH:7]=[C:5]([OH:6])[C:4]=1[OH:10].[C:11]1(C)[CH:16]=CC(S(O)(=O)=O)=C[CH:12]=1.[OH-].[Na+]. Product: [CH3:1][O:2][C:3]1[C:4]2[O:10][C:11]([CH3:16])([CH3:12])[O:6][C:5]=2[CH:7]=[CH:8][CH:9]=1. The catalyst class is: 48.